From a dataset of Reaction yield outcomes from USPTO patents with 853,638 reactions. Predict the reaction yield, written as a fraction of the theoretical maximum amount of product (1.0 means a 100% yield; for example, 0.34 means a 34% yield). (1) The yield is 0.650. No catalyst specified. The product is [F:1][C:2]1[CH:7]=[CH:6][C:5]([CH2:8][C:9]2[CH:18]=[C:17]3[C:12]([C:13]([OH:30])=[C:14]([C:25]([NH:31][CH:32]([CH3:35])[CH2:33][OH:34])=[O:26])[C:15](=[O:24])[N:16]3[CH2:19][C:20]([F:23])([F:22])[F:21])=[N:11][CH:10]=2)=[CH:4][CH:3]=1. The reactants are [F:1][C:2]1[CH:7]=[CH:6][C:5]([CH2:8][C:9]2[CH:18]=[C:17]3[C:12]([C:13]([OH:30])=[C:14]([C:25](OCC)=[O:26])[C:15](=[O:24])[N:16]3[CH2:19][C:20]([F:23])([F:22])[F:21])=[N:11][CH:10]=2)=[CH:4][CH:3]=1.[NH2:31][CH:32]([CH3:35])[CH2:33][OH:34]. (2) The reactants are Cl.[N+:2]([C:5]1[CH:13]=[CH:12][C:8]([CH2:9][CH2:10][NH2:11])=[CH:7][CH:6]=1)([O-:4])=[O:3].OC1C2N=NNC=2C=CC=1.Cl.CN(C)CCCN=C=NCC.[CH3:36][O:37][C:38]1[CH:46]=[C:42]([C:43](O)=[O:44])[C:41]([OH:47])=[CH:40][CH:39]=1. The catalyst is ClCCl.O.C(N(CC)CC)C. The product is [OH:47][C:41]1[CH:40]=[CH:39][C:38]([O:37][CH3:36])=[CH:46][C:42]=1[C:43]([NH:11][CH2:10][CH2:9][C:8]1[CH:7]=[CH:6][C:5]([N+:2]([O-:4])=[O:3])=[CH:13][CH:12]=1)=[O:44]. The yield is 0.640. (3) The reactants are Br[C:2]1[CH:3]=[C:4]2[C:10]([C:11]3[CH:21]=[CH:20][C:14]([CH2:15][NH:16][C:17](=[O:19])[CH3:18])=[CH:13][CH:12]=3)=[CH:9][N:8](S(C3C=CC(C)=CC=3)(=O)=O)[C:5]2=[N:6][CH:7]=1.[CH3:32][O:33][C:34]1[CH:35]=[C:36](B(O)O)[CH:37]=[C:38]([O:42][CH3:43])[C:39]=1[O:40][CH3:41].C([O-])([O-])=O.[Na+].[Na+].CCOC(C)=O. The catalyst is CC#N.Cl[Pd](Cl)([P](C1C=CC=CC=1)(C1C=CC=CC=1)C1C=CC=CC=1)[P](C1C=CC=CC=1)(C1C=CC=CC=1)C1C=CC=CC=1. The product is [CH3:43][O:42][C:38]1[CH:37]=[C:36]([C:2]2[CH:3]=[C:4]3[C:10]([C:11]4[CH:21]=[CH:20][C:14]([CH2:15][NH:16][C:17](=[O:19])[CH3:18])=[CH:13][CH:12]=4)=[CH:9][NH:8][C:5]3=[N:6][CH:7]=2)[CH:35]=[C:34]([O:33][CH3:32])[C:39]=1[O:40][CH3:41]. The yield is 0.530. (4) The catalyst is CN(C=O)C. The yield is 0.560. The reactants are [NH2:1][C:2]1[C:7]2[N:8]=[C:9]([CH3:11])[O:10][C:6]=2[CH:5]=[CH:4][CH:3]=1.[Br:12]N1C(=O)CCC1=O. The product is [NH2:1][C:2]1[C:7]2[N:8]=[C:9]([CH3:11])[O:10][C:6]=2[C:5]([Br:12])=[CH:4][CH:3]=1. (5) The reactants are [CH2:1]([NH:3][C:4]([NH:6][C:7]1[N:12]=[CH:11][C:10]([C:13]2[C:14]([O:23][CH2:24][CH2:25][N:26]3[CH2:31][CH2:30][N:29]([CH3:32])[CH2:28][CH2:27]3)=[N:15][CH:16]=[C:17]([C:19]([NH:21][NH2:22])=[O:20])[CH:18]=2)=[C:9]([C:33]2[S:34][CH:35]=[C:36]([C:38]([F:41])([F:40])[F:39])[N:37]=2)[CH:8]=1)=[O:5])[CH3:2].C(N(C(C)C)CC)(C)C.[C:51](N1C=CN=C1)(N1C=CN=C1)=[O:52]. The catalyst is C1COCC1. The product is [CH2:1]([NH:3][C:4]([NH:6][C:7]1[N:12]=[CH:11][C:10]([C:13]2[C:14]([O:23][CH2:24][CH2:25][N:26]3[CH2:27][CH2:28][N:29]([CH3:32])[CH2:30][CH2:31]3)=[N:15][CH:16]=[C:17]([C:19]3[O:20][C:51](=[O:52])[NH:22][N:21]=3)[CH:18]=2)=[C:9]([C:33]2[S:34][CH:35]=[C:36]([C:38]([F:39])([F:40])[F:41])[N:37]=2)[CH:8]=1)=[O:5])[CH3:2]. The yield is 0.110.